Dataset: Peptide-MHC class II binding affinity with 134,281 pairs from IEDB. Task: Regression. Given a peptide amino acid sequence and an MHC pseudo amino acid sequence, predict their binding affinity value. This is MHC class II binding data. The peptide sequence is GIVTMLSPMLHHWIK. The MHC is HLA-DQA10601-DQB10402 with pseudo-sequence HLA-DQA10601-DQB10402. The binding affinity (normalized) is 0.436.